The task is: Predict the reaction yield, written as a fraction of the theoretical maximum amount of product (1.0 means a 100% yield; for example, 0.34 means a 34% yield).. This data is from Reaction yield outcomes from USPTO patents with 853,638 reactions. (1) The reactants are [Br:1][C:2]1[CH:3]=[C:4]2[C:8](=[CH:9][CH:10]=1)[N:7](C(=O)C)[CH2:6][CH2:5]2.C([O-])([O-])=O.[Na+].[Na+]. The catalyst is Cl. The product is [Br:1][C:2]1[CH:3]=[C:4]2[C:8](=[CH:9][CH:10]=1)[NH:7][CH2:6][CH2:5]2. The yield is 0.550. (2) The yield is 0.840. The product is [C:18]([O:10][OH:11])([C:12]1[CH:17]=[CH:16][CH:15]=[CH:14][CH:13]=1)([CH3:20])[CH3:19]. No catalyst specified. The reactants are ClC1C=CC=C(C([O:10][OH:11])=O)C=1.[C:12]1([CH:18]([CH3:20])[CH3:19])[CH:17]=[CH:16][CH:15]=[CH:14][CH:13]=1.